Dataset: Reaction yield outcomes from USPTO patents with 853,638 reactions. Task: Predict the reaction yield, written as a fraction of the theoretical maximum amount of product (1.0 means a 100% yield; for example, 0.34 means a 34% yield). (1) The reactants are C(OC(=O)[NH:7][C:8]1[CH:13]=[CH:12][CH:11]=[CH:10][C:9]=1[NH:14][C:15]([C:17]1[CH:26]=[CH:25][C:20]2[N:21]=[C:22](N)[S:23][C:19]=2[CH:18]=1)=[O:16])(C)(C)C.[F:28][C:29]([F:40])([F:39])[O:30][C:31]1[CH:38]=[CH:37][C:34](C=O)=[CH:33][CH:32]=1.C([Sn](Cl)(Cl)CCCC)CCC.C1([SiH3])C=CC=CC=1. The catalyst is C1COCC1. The product is [NH2:7][C:8]1[CH:13]=[CH:12][CH:11]=[CH:10][C:9]=1[NH:14][C:15]([C:17]1[CH:26]=[CH:25][C:20]2[N:21]=[C:22]([C:34]3[CH:33]=[CH:32][C:31]([O:30][C:29]([F:28])([F:39])[F:40])=[CH:38][CH:37]=3)[S:23][C:19]=2[CH:18]=1)=[O:16]. The yield is 0.720. (2) The reactants are [NH2:1][C:2]1[CH:10]=[CH:9][C:8]([O:11][C:12]([F:15])([F:14])[F:13])=[CH:7][C:3]=1[C:4]([OH:6])=[O:5].OS(O)(=O)=O.[CH3:21]O. The catalyst is CC(=O)OCC.O. The product is [NH2:1][C:2]1[CH:10]=[CH:9][C:8]([O:11][C:12]([F:13])([F:14])[F:15])=[CH:7][C:3]=1[C:4]([O:6][CH3:21])=[O:5]. The yield is 0.940.